Predict which catalyst facilitates the given reaction. From a dataset of Catalyst prediction with 721,799 reactions and 888 catalyst types from USPTO. (1) The catalyst class is: 13. Reactant: [N:1]1[CH:6]=[CH:5][CH:4]=[CH:3][CH:2]=1.[CH3:7][O:8][Si:9]([CH2:14][CH2:15][CH2:16][Cl:17])([O:12][CH3:13])[O:10][CH3:11]. Product: [Cl-:17].[CH3:7][O:8][Si:9]([CH2:14][CH2:15][CH2:16][N+:1]1[CH:6]=[CH:5][CH:4]=[CH:3][CH:2]=1)([O:12][CH3:13])[O:10][CH3:11]. (2) Reactant: [C:1]([O:4][CH2:5][C@H:6]1[C@H:11](CC([O-])=O)[C@H:10](CC([O-])=O)[C@H:9](CC([O-])=O)[C@@H:8]([C:24]2[CH:29]=[CH:28][C:27]([Cl:30])=[C:26]([CH2:31][C:32]3[CH:37]=[CH:36][C:35]([O:38][CH2:39][CH2:40][O:41][Si](C(C)(C)C)(C)C)=[CH:34][CH:33]=3)[CH:25]=2)[O:7]1)(=[O:3])[CH3:2].[C:49]([OH:52])(=[O:51])[CH3:50]. Product: [C:49]([O:52][C@H:11]1[C@H:10]([O:51][C:49](=[O:52])[CH3:50])[C@@H:9]([O:4][C:1](=[O:3])[CH3:2])[C@H:8]([C:24]2[CH:29]=[CH:28][C:27]([Cl:30])=[C:26]([CH2:31][C:32]3[CH:37]=[CH:36][C:35]([O:38][CH2:39][CH2:40][OH:41])=[CH:34][CH:33]=3)[CH:25]=2)[O:7][C@@H:6]1[CH2:5][O:4][C:1](=[O:3])[CH3:2])(=[O:51])[CH3:50]. The catalyst class is: 20. (3) Reactant: [CH:1]1(N=C=NC2CCCCC2)CCCCC1.[CH3:16][C:17]1[CH:18]=[C:19]([CH2:24][C:25]([OH:27])=O)[CH:20]=[C:21]([CH3:23])[CH:22]=1.[NH2:28][C@H:29]([C:37]([OH:39])=[O:38])[CH2:30][C:31]1[CH:36]=[CH:35][CH:34]=[CH:33][CH:32]=1. Product: [CH3:23][C:21]1[CH:20]=[C:19]([CH2:24][C:25]([NH:28][CH:29]([CH2:30][C:31]2[CH:36]=[CH:35][CH:34]=[CH:33][CH:32]=2)[C:37]([O:39][CH3:1])=[O:38])=[O:27])[CH:18]=[C:17]([CH3:16])[CH:22]=1. The catalyst class is: 630.